From a dataset of Forward reaction prediction with 1.9M reactions from USPTO patents (1976-2016). Predict the product of the given reaction. (1) Given the reactants [F:1][C:2]1[CH:7]=[C:6]([S:8]([CH3:11])(=[O:10])=[O:9])[CH:5]=[CH:4][C:3]=1[C:12]1[N:17]=[CH:16][C:15]([O:18][CH2:19][CH:20]2[CH2:25][CH2:24][N:23]([C:26](OC(C)(C)C)=[O:27])[CH2:22][CH2:21]2)=[CH:14][CH:13]=1.[C:33]([OH:39])(C(F)(F)F)=[O:34].[CH2:40](Cl)Cl, predict the reaction product. The product is: [F:1][C:2]1[CH:7]=[C:6]([S:8]([CH3:11])(=[O:9])=[O:10])[CH:5]=[CH:4][C:3]=1[C:12]1[N:17]=[CH:16][C:15]([O:18][CH2:19][CH:20]2[CH2:25][CH2:24][N:23]([C:26](=[O:27])[C:33]([O:39][CH3:40])=[O:34])[CH2:22][CH2:21]2)=[CH:14][CH:13]=1. (2) Given the reactants C([O:8][CH2:9][CH:10]([O:20][CH2:21][N:22]1[CH:29]=[C:28]([CH3:30])[C:26](=[O:27])[NH:25][C:23]1=[O:24])[CH2:11][O:12]CC1C=CC=CC=1)C1C=CC=CC=1.C1CCCCC=1, predict the reaction product. The product is: [OH:12][CH2:11][CH:10]([O:20][CH2:21][N:22]1[CH:29]=[C:28]([CH3:30])[C:26](=[O:27])[NH:25][C:23]1=[O:24])[CH2:9][OH:8].